From a dataset of Forward reaction prediction with 1.9M reactions from USPTO patents (1976-2016). Predict the product of the given reaction. (1) Given the reactants [Cl:1][C:2]1[CH:26]=[CH:25][C:5]([CH2:6][N:7]2[C:15]3[C:10](=[CH:11][C:12]([CH:16]=[C:17]4[S:21][C:20](SC)=[N:19][C:18]4=[O:24])=[CH:13][CH:14]=3)[CH:9]=[N:8]2)=[C:4]([C:27]([F:30])([F:29])[F:28])[CH:3]=1.[NH:31]1[CH2:37][CH2:36][C:35](=[O:38])[NH:34][CH2:33][CH2:32]1, predict the reaction product. The product is: [Cl:1][C:2]1[CH:26]=[CH:25][C:5]([CH2:6][N:7]2[C:15]3[C:10](=[CH:11][C:12]([CH:16]=[C:17]4[S:21][C:20]([N:31]5[CH2:37][CH2:36][C:35](=[O:38])[NH:34][CH2:33][CH2:32]5)=[N:19][C:18]4=[O:24])=[CH:13][CH:14]=3)[CH:9]=[N:8]2)=[C:4]([C:27]([F:28])([F:29])[F:30])[CH:3]=1. (2) Given the reactants [CH:1]1([N:7]=C=[N:7][CH:1]2[CH2:6][CH2:5][CH2:4][CH2:3][CH2:2]2)[CH2:6][CH2:5][CH2:4][CH2:3][CH2:2]1.[F:16][C:17]1[CH:25]=[CH:24][C:20]([C:21]([OH:23])=O)=[CH:19][C:18]=1[N+:26]([O-:28])=[O:27].O.ON1C2C=CC=CC=2N=N1.NC1C=CC=CC=1, predict the reaction product. The product is: [N+:26]([C:18]1[CH:19]=[C:20]([CH:24]=[CH:25][C:17]=1[F:16])[C:21]([NH:7][C:1]1[CH:6]=[CH:5][CH:4]=[CH:3][CH:2]=1)=[O:23])([O-:28])=[O:27]. (3) Given the reactants [N-:1]=[N+]=[N-].[Na+].[CH3:5][S:6]([C:8]1[CH:13]=[CH:12][C:11]([N+:14]([O-:16])=[O:15])=[CH:10][CH:9]=1)=[O:7].S(=O)(=O)(O)O.O, predict the reaction product. The product is: [N+:14]([C:11]1[CH:10]=[CH:9][C:8]([S:6]([CH3:5])(=[NH:1])=[O:7])=[CH:13][CH:12]=1)([O-:16])=[O:15]. (4) Given the reactants [CH3:1][C:2]1[N:3]([C:7]2[CH:12]=[CH:11][C:10]([NH:13][C:14]3[N:15]=[C:16](OS(C(F)(F)F)(=O)=O)[C:17]4[CH2:23][N:22]([C:24]([O:26][C:27]([CH3:30])([CH3:29])[CH3:28])=[O:25])[CH2:21][CH2:20][C:18]=4[N:19]=3)=[CH:9][CH:8]=2)[CH:4]=[CH:5][N:6]=1.[NH2:39][CH2:40][CH:41]1[CH2:46][CH2:45][O:44][CH2:43][CH2:42]1, predict the reaction product. The product is: [CH3:1][C:2]1[N:3]([C:7]2[CH:8]=[CH:9][C:10]([NH:13][C:14]3[N:15]=[C:16]([NH:39][CH2:40][CH:41]4[CH2:46][CH2:45][O:44][CH2:43][CH2:42]4)[C:17]4[CH2:23][N:22]([C:24]([O:26][C:27]([CH3:29])([CH3:28])[CH3:30])=[O:25])[CH2:21][CH2:20][C:18]=4[N:19]=3)=[CH:11][CH:12]=2)[CH:4]=[CH:5][N:6]=1. (5) Given the reactants CC1(C)C(C)(C)OB([C:9]2[CH:10]=[N:11][N:12]([C:14]([O:16][C:17]([CH3:20])([CH3:19])[CH3:18])=[O:15])[CH:13]=2)O1.Br[C:23]1[CH:24]=[C:25]2[C:29](=[CH:30][CH:31]=1)[NH:28][CH:27]=[CH:26]2.[F-].[Cs+].CC(C1C=C(C(C)C)C(C2C=CC=CC=2P(C2CCCCC2)C2CCCCC2)=C(C(C)C)C=1)C.[CH3:68][CH2:69][O:70][C:71](C)=[O:72], predict the reaction product. The product is: [C:17]([O:16][C:14]([N:12]1[CH:13]=[C:9]([C:23]2[CH:24]=[C:25]3[C:29](=[CH:30][CH:31]=2)[NH:28][C:27]([C:71]([O:70][CH2:69][CH3:68])=[O:72])=[CH:26]3)[CH:10]=[N:11]1)=[O:15])([CH3:18])([CH3:19])[CH3:20]. (6) Given the reactants [H-].[Al+3].[Li+].[H-].[H-].[H-].C(OCC)C.[F:12][C:13]1[CH:18]=[C:17]([CH:19]=[CH:20][N+:21]([O-])=O)[CH:16]=[CH:15][C:14]=1[O:24][CH3:25], predict the reaction product. The product is: [F:12][C:13]1[CH:18]=[C:17]([CH2:19][CH2:20][NH2:21])[CH:16]=[CH:15][C:14]=1[O:24][CH3:25]. (7) Given the reactants [NH:1]1[C:9]2[C:4](=[CH:5][CH:6]=[CH:7][CH:8]=2)[C:3]([CH2:10][C:11]#[N:12])=[CH:2]1.C([O-])([O-])=O.[K+].[K+].[C:19](O[C:19]([O:21][C:22]([CH3:25])([CH3:24])[CH3:23])=[O:20])([O:21][C:22]([CH3:25])([CH3:24])[CH3:23])=[O:20].O, predict the reaction product. The product is: [C:22]([O:21][C:19]([N:1]1[C:9]2[C:4](=[CH:5][CH:6]=[CH:7][CH:8]=2)[C:3]([CH2:10][C:11]#[N:12])=[CH:2]1)=[O:20])([CH3:25])([CH3:24])[CH3:23]. (8) Given the reactants Cl.C([N:9]1[CH2:14][CH2:13][CH:12]([C:15]([O:17][CH2:18][CH3:19])=[O:16])[C:11](=[O:20])[CH2:10]1)C1C=CC=CC=1.C(N(CC)CC)C.Cl[C:29]([O:31][CH2:32][C:33]1[CH:38]=[CH:37][CH:36]=[CH:35][CH:34]=1)=[O:30], predict the reaction product. The product is: [CH2:18]([O:17][C:15]([CH:12]1[CH2:13][CH2:14][N:9]([C:29]([O:31][CH2:32][C:33]2[CH:38]=[CH:37][CH:36]=[CH:35][CH:34]=2)=[O:30])[CH2:10][C:11]1=[O:20])=[O:16])[CH3:19]. (9) Given the reactants [C:1]1([N:7]([CH2:22][CH2:23][C:24]([O:26][CH3:27])=[O:25])[C:8]([C:10]2[S:21][C:13]3[N:14]=[C:15]([CH2:18]OC)[N:16]([CH3:17])[C:12]=3[CH:11]=2)=[O:9])[CH:6]=[CH:5][CH:4]=[CH:3][CH:2]=1.B(Br)(Br)Br.C(N(C(C)C)C(C)C)C.[NH2:41][C:42]1[CH:49]=[CH:48][C:45]([C:46]#[N:47])=[CH:44][CH:43]=1, predict the reaction product. The product is: [C:1]1([N:7]([CH2:22][CH2:23][C:24]([O:26][CH3:27])=[O:25])[C:8]([C:10]2[S:21][C:13]3[N:14]=[C:15]([CH2:18][NH:41][C:42]4[CH:49]=[CH:48][C:45]([C:46]#[N:47])=[CH:44][CH:43]=4)[N:16]([CH3:17])[C:12]=3[CH:11]=2)=[O:9])[CH:2]=[CH:3][CH:4]=[CH:5][CH:6]=1.